Dataset: Reaction yield outcomes from USPTO patents with 853,638 reactions. Task: Predict the reaction yield, written as a fraction of the theoretical maximum amount of product (1.0 means a 100% yield; for example, 0.34 means a 34% yield). (1) The reactants are Cl[C:2]1[N:7]=[CH:6][CH:5]=[C:4]([C:8]#[N:9])[N:3]=1.[CH3:10][S-:11].[Na+].C1COCC1.C(OCC)(=O)C. The catalyst is O. The product is [C:8]([C:4]1[N:3]=[C:2]([S:11][CH3:10])[N:7]=[CH:6][CH:5]=1)#[N:9]. The yield is 0.660. (2) The reactants are [O:1]1[CH2:6][CH2:5][CH:4]([CH2:7][CH2:8][N:9]2[CH2:14][CH2:13][C:12](=O)[CH2:11][CH2:10]2)[O:3][CH2:2]1.[F:16][C:17]1[CH:24]=[CH:23][C:20]([CH2:21][NH2:22])=[CH:19][CH:18]=1.C(O)(=O)C.C([BH3-])#N.[Na+]. The catalyst is CO. The product is [O:1]1[CH2:6][CH2:5][CH:4]([CH2:7][CH2:8][N:9]2[CH2:14][CH2:13][CH:12]([NH:22][CH2:21][C:20]3[CH:23]=[CH:24][C:17]([F:16])=[CH:18][CH:19]=3)[CH2:11][CH2:10]2)[O:3][CH2:2]1. The yield is 0.580.